From a dataset of Full USPTO retrosynthesis dataset with 1.9M reactions from patents (1976-2016). Predict the reactants needed to synthesize the given product. (1) Given the product [F:28][C:25]1[CH:26]=[CH:27][C:20]2=[C:21]([CH:24]=1)[O:22][CH2:23][C:17]1[CH:16]=[C:15]([CH2:14][N:8]3[C:7]4[CH:9]=[CH:10][CH:11]=[CH:12][C:6]=4[N:5]=[C:4]3[CH2:3][O:2][CH3:1])[CH:34]=[CH:33][C:18]=1/[C:19]/2=[C:29](/[CH3:32])\[C:30]#[N:31], predict the reactants needed to synthesize it. The reactants are: [CH3:1][O:2][CH2:3][C:4]1[NH:8][C:7]2[CH:9]=[CH:10][CH:11]=[CH:12][C:6]=2[N:5]=1.Br[CH2:14][C:15]1[CH:34]=[CH:33][C:18]2/[C:19](=[C:29](/[CH3:32])\[C:30]#[N:31])/[C:20]3[CH:27]=[CH:26][C:25]([F:28])=[CH:24][C:21]=3[O:22][CH2:23][C:17]=2[CH:16]=1. (2) The reactants are: Cl[C:2]1[N:7]=[C:6]([C:8]2[CH:13]=[CH:12][CH:11]=[CH:10][CH:9]=2)[N:5]=[C:4]([NH:14][C:15]2[CH:20]=[CH:19][C:18]([S:21]([CH3:24])(=[O:23])=[O:22])=[CH:17][CH:16]=2)[CH:3]=1.[OH:25][CH:26]1[CH2:31][CH2:30][NH:29][CH2:28][CH2:27]1. Given the product [CH3:24][S:21]([C:18]1[CH:19]=[CH:20][C:15]([NH:14][C:4]2[N:5]=[C:6]([C:8]3[CH:13]=[CH:12][CH:11]=[CH:10][CH:9]=3)[N:7]=[C:2]([N:29]3[CH2:30][CH2:31][CH:26]([OH:25])[CH2:27][CH2:28]3)[CH:3]=2)=[CH:16][CH:17]=1)(=[O:23])=[O:22], predict the reactants needed to synthesize it. (3) Given the product [Br:1][C:2]1[CH:7]=[CH:6][C:5]([S:8][CH2:18][CH:15]2[CH2:17][CH2:16]2)=[CH:4][CH:3]=1, predict the reactants needed to synthesize it. The reactants are: [Br:1][C:2]1[CH:7]=[CH:6][C:5]([SH:8])=[CH:4][CH:3]=1.C(=O)([O-])[O-].[K+].[K+].[CH:15]1([CH2:18]Br)[CH2:17][CH2:16]1. (4) Given the product [F:14][C:11]1([F:15])[CH2:12][CH2:13][N:8]([CH:4]2[CH2:5][CH2:6][NH:7][C:3]2=[O:2])[CH2:9][CH2:10]1, predict the reactants needed to synthesize it. The reactants are: C[O:2][C:3](=O)[CH:4]([N:8]1[CH2:13][CH2:12][C:11]([F:15])([F:14])[CH2:10][CH2:9]1)[CH2:5][C:6]#[N:7].[BH4-].[Na+].[OH-].[NH4+].